This data is from Forward reaction prediction with 1.9M reactions from USPTO patents (1976-2016). The task is: Predict the product of the given reaction. (1) Given the reactants [F:1][C:2]1[CH:7]=[CH:6][C:5]([S:8][CH2:9][CH2:10][CH2:11][C:12]([OH:14])=O)=[CH:4][CH:3]=1.NC1C=CC=C2C=1N=CC=C2.[F:26][C:27]1[CH:32]=[CH:31][C:30]([S:33][CH2:34][CH2:35][CH2:36][C:37]([NH:39][C:40]2[CH:41]=[CH:42][CH:43]=[C:44]3[C:49]=2[N:48]=[CH:47][CH:46]=[CH:45]3)=[O:38])=[CH:29][CH:28]=1.[H-].[Na+].IC, predict the reaction product. The product is: [F:26][C:27]1[CH:32]=[CH:31][C:30]([S:33][CH2:34][CH2:35][CH2:36][C:37]([NH:39][C:40]2[CH:41]=[CH:42][CH:43]=[C:44]3[C:49]=2[N:48]=[CH:47][CH:46]=[CH:45]3)=[O:38])=[CH:29][CH:28]=1.[F:1][C:2]1[CH:3]=[CH:4][C:5]([S:8][CH2:9][CH2:10][CH2:11][C:12]([N:39]([CH3:37])[C:40]2[CH:41]=[CH:42][CH:43]=[C:44]3[C:49]=2[N:48]=[CH:47][CH:46]=[CH:45]3)=[O:14])=[CH:6][CH:7]=1. (2) The product is: [OH:10][CH2:9][C:6]1[CH:5]=[C:4]([CH2:3][C:1]#[N:2])[S:8][CH:7]=1. Given the reactants [C:1]([CH2:3][C:4]1[S:8][CH:7]=[C:6]([C:9](O)=[O:10])[CH:5]=1)#[N:2].CSC.B.O, predict the reaction product. (3) Given the reactants [Cl:1][C:2]1[C:3]([C:9](=O)[CH2:10][NH:11][C:12](=[O:23])[C:13]2[CH:18]=[CH:17][CH:16]=[CH:15][C:14]=2[C:19]([F:22])([F:21])[F:20])=[N:4][CH:5]=[C:6]([Cl:8])[CH:7]=1.Cl.[NH2:26][OH:27].C([O-])(=O)C.[Na+], predict the reaction product. The product is: [Cl:1][C:2]1[C:3]([C:9](=[N:26][OH:27])[CH2:10][NH:11][C:12](=[O:23])[C:13]2[CH:18]=[CH:17][CH:16]=[CH:15][C:14]=2[C:19]([F:22])([F:21])[F:20])=[N:4][CH:5]=[C:6]([Cl:8])[CH:7]=1. (4) Given the reactants [OH:1][C:2]1[CH:3]=[C:4]2[C:9](=[CH:10][C:11]=1[N:12]1[CH2:16][C:15](=[O:17])[NH:14][S:13]1(=[O:19])=[O:18])[CH:8]=[C:7]([C:20]1[CH:21]=[C:22]([CH:25]=[CH:26][CH:27]=1)[C:23]#[N:24])[CH:6]=[CH:5]2.[C:28](O[C:28](=[O:33])[C:29]([CH3:32])([CH3:31])[CH3:30])(=[O:33])[C:29]([CH3:32])([CH3:31])[CH3:30].C(Cl)(=O)C1C=CC=CC=1, predict the reaction product. The product is: [C:23]([C:22]1[CH:21]=[C:20]([C:7]2[CH:8]=[C:9]3[C:4](=[CH:5][CH:6]=2)[CH:3]=[C:2]([O:1][C:28](=[O:33])[C:29]([CH3:32])([CH3:31])[CH3:30])[C:11]([N:12]2[CH2:16][C:15](=[O:17])[NH:14][S:13]2(=[O:19])=[O:18])=[CH:10]3)[CH:27]=[CH:26][CH:25]=1)#[N:24]. (5) The product is: [CH3:1][O:2][C:3](=[O:30])[CH2:4][NH:5][C:6]([C:8]1[C:13]([OH:14])=[CH:12][C:11]([OH:22])=[CH:10][N:9]=1)=[O:7]. Given the reactants [CH3:1][O:2][C:3](=[O:30])[CH2:4][NH:5][C:6]([C:8]1[C:13]([O:14]CC2C=CC=CC=2)=[CH:12][C:11]([O:22]CC2C=CC=CC=2)=[CH:10][N:9]=1)=[O:7], predict the reaction product. (6) The product is: [CH2:27]([C:29]1[CH:34]=[CH:33][CH:32]=[CH:31][C:30]=1[NH:35][C:36]([NH:38][C:39]([NH:24][CH2:23][CH2:22][CH2:21][C:17]1[CH:18]=[CH:19][CH:20]=[C:15]([C:12]2[N:13]=[CH:14][N:10]([C:7]3[CH:6]=[CH:5][C:4]([O:3][C:2]([F:1])([F:25])[F:26])=[CH:9][CH:8]=3)[N:11]=2)[CH:16]=1)=[O:41])=[S:37])[CH3:28]. Given the reactants [F:1][C:2]([F:26])([F:25])[O:3][C:4]1[CH:9]=[CH:8][C:7]([N:10]2[CH:14]=[N:13][C:12]([C:15]3[CH:16]=[C:17]([CH2:21][CH2:22][CH2:23][NH2:24])[CH:18]=[CH:19][CH:20]=3)=[N:11]2)=[CH:6][CH:5]=1.[CH2:27]([C:29]1[CH:34]=[CH:33][CH:32]=[CH:31][C:30]=1[NH:35][C:36]([NH2:38])=[S:37])[CH3:28].[C:39]([O-])(=[O:41])C.[Na+], predict the reaction product. (7) Given the reactants [F:1][C:2]([F:21])([F:20])[C:3]([C:5]1[CH:10]=[C:9]([C:11]([CH3:14])([CH3:13])[CH3:12])[CH:8]=[C:7]([C:15]([CH3:18])([CH3:17])[CH3:16])[C:6]=1[OH:19])=[O:4].[H-].[Na+].I[CH2:25][CH3:26], predict the reaction product. The product is: [F:1][C:2]([F:20])([F:21])[C:3]([C:5]1[CH:10]=[C:9]([C:11]([CH3:12])([CH3:13])[CH3:14])[CH:8]=[C:7]([C:15]([CH3:18])([CH3:17])[CH3:16])[C:6]=1[O:19][CH2:25][CH3:26])=[O:4].